This data is from Full USPTO retrosynthesis dataset with 1.9M reactions from patents (1976-2016). The task is: Predict the reactants needed to synthesize the given product. (1) Given the product [CH3:1][C:2]([C:23]1[CH:24]=[CH:25][C:26]([CH2:29][N:30]2[CH2:35][C@H:34]([CH3:36])[N:33]([C:37]([O:39][C:40]([CH3:41])([CH3:43])[CH3:42])=[O:38])[C@H:32]([CH3:44])[CH2:31]2)=[CH:27][CH:28]=1)([CH3:7])[C:3]([O:5][CH3:6])=[O:4], predict the reactants needed to synthesize it. The reactants are: [CH3:1][CH:2]([CH3:7])[C:3]([O:5][CH3:6])=[O:4].C1([N-]C2CCCCC2)CCCCC1.[Li+].Br[C:23]1[CH:28]=[CH:27][C:26]([CH2:29][N:30]2[CH2:35][C@H:34]([CH3:36])[N:33]([C:37]([O:39][C:40]([CH3:43])([CH3:42])[CH3:41])=[O:38])[C@H:32]([CH3:44])[CH2:31]2)=[CH:25][CH:24]=1. (2) Given the product [CH3:1][O:2][C:3](=[O:24])[C@@H:4]([NH:16][C:17]([O:19][C:20]([CH3:23])([CH3:22])[CH3:21])=[O:18])[CH2:5][C:6]1[CH:11]=[CH:10][C:9]2[O:12][C@@H:28]([C:30]3[CH:31]=[CH:32][C:33]([O:36][CH2:37][C:38]4[CH:43]=[CH:42][C:41]([Cl:44])=[C:40]([Cl:45])[CH:39]=4)=[CH:34][CH:35]=3)[C:27](=[O:26])[NH:13][C:8]=2[CH:7]=1, predict the reactants needed to synthesize it. The reactants are: [CH3:1][O:2][C:3](=[O:24])[C@@H:4]([NH:16][C:17]([O:19][C:20]([CH3:23])([CH3:22])[CH3:21])=[O:18])[CH2:5][C:6]1[CH:11]=[CH:10][C:9]([OH:12])=[C:8]([N+:13]([O-])=O)[CH:7]=1.C[O:26][C:27](=O)[C@@H:28]([C:30]1[CH:35]=[CH:34][C:33]([O:36][CH2:37][C:38]2[CH:43]=[CH:42][C:41]([Cl:44])=[C:40]([Cl:45])[CH:39]=2)=[CH:32][CH:31]=1)O.C1(P(C2C=CC=CC=2)C2C=CC=CC=2)C=CC=CC=1.CC(OC(/N=N/C(OC(C)C)=O)=O)C.C(=O)([O-])[O-].[Na+].[Na+].